The task is: Predict which catalyst facilitates the given reaction.. This data is from Catalyst prediction with 721,799 reactions and 888 catalyst types from USPTO. (1) Reactant: N1C=CC=CC=1.[NH2:7][C:8]1[C:9]([Cl:18])=[N:10][CH:11]=[C:12]([CH:17]=1)[C:13]([O:15][CH3:16])=[O:14].[N+:19]([C:22]1[CH:30]=[CH:29][CH:28]=[CH:27][C:23]=1[C:24](Cl)=[O:25])([O-:21])=[O:20]. Product: [Cl:18][C:9]1[C:8]([NH:7][C:24](=[O:25])[C:23]2[CH:27]=[CH:28][CH:29]=[CH:30][C:22]=2[N+:19]([O-:21])=[O:20])=[CH:17][C:12]([C:13]([O:15][CH3:16])=[O:14])=[CH:11][N:10]=1. The catalyst class is: 2. (2) Reactant: [F:1][CH:2]([F:32])[C:3]1[N:7]([C:8]2[N:13]=[C:12]([N:14]3[CH2:19][CH2:18][O:17][CH2:16][CH2:15]3)[N:11]=[C:10]([N:20]3[CH2:25][CH2:24][NH:23][CH2:22][CH2:21]3)[N:9]=2)[C:6]2[CH:26]=[CH:27][CH:28]=[C:29]([O:30][CH3:31])[C:5]=2[N:4]=1.CCN(C(C)C)C(C)C.[C:42]([O:45][CH2:46][C:47](Cl)=[O:48])(=[O:44])[CH3:43]. Product: [C:42]([O:45][CH2:46][C:47]([N:23]1[CH2:24][CH2:25][N:20]([C:10]2[N:9]=[C:8]([N:7]3[C:6]4[CH:26]=[CH:27][CH:28]=[C:29]([O:30][CH3:31])[C:5]=4[N:4]=[C:3]3[CH:2]([F:1])[F:32])[N:13]=[C:12]([N:14]3[CH2:15][CH2:16][O:17][CH2:18][CH2:19]3)[N:11]=2)[CH2:21][CH2:22]1)=[O:48])(=[O:44])[CH3:43]. The catalyst class is: 34. (3) Reactant: F[C:2]1[CH:7]=[CH:6][C:5]([N+:8]([O-:10])=[O:9])=[CH:4][CH:3]=1.C(N(C(C)C)C(C)C)C.[CH2:20]([O:27][C:28]([N:30]1[CH2:35][CH2:34][NH:33][CH2:32][CH2:31]1)=[O:29])[C:21]1[CH:26]=[CH:25][CH:24]=[CH:23][CH:22]=1. Product: [N+:8]([C:5]1[CH:6]=[CH:7][C:2]([N:33]2[CH2:32][CH2:31][N:30]([C:28]([O:27][CH2:20][C:21]3[CH:26]=[CH:25][CH:24]=[CH:23][CH:22]=3)=[O:29])[CH2:35][CH2:34]2)=[CH:3][CH:4]=1)([O-:10])=[O:9]. The catalyst class is: 44. (4) Reactant: [C:1]([C:3](=[C:9]([C:16]1[CH:21]=[CH:20][CH:19]=[CH:18][CH:17]=1)[C:10]1[CH:15]=[CH:14][CH:13]=[CH:12][CH:11]=1)[C:4]([O:6]CC)=[O:5])#[N:2].O.[OH-].[K+].Cl. Product: [C:1]([C:3](=[C:9]([C:16]1[CH:21]=[CH:20][CH:19]=[CH:18][CH:17]=1)[C:10]1[CH:11]=[CH:12][CH:13]=[CH:14][CH:15]=1)[C:4]([OH:6])=[O:5])#[N:2]. The catalyst class is: 8.